Dataset: NCI-60 drug combinations with 297,098 pairs across 59 cell lines. Task: Regression. Given two drug SMILES strings and cell line genomic features, predict the synergy score measuring deviation from expected non-interaction effect. (1) Drug 1: C1C(C(OC1N2C=C(C(=O)NC2=O)F)CO)O. Drug 2: CCN(CC)CCNC(=O)C1=C(NC(=C1C)C=C2C3=C(C=CC(=C3)F)NC2=O)C. Cell line: SF-295. Synergy scores: CSS=39.7, Synergy_ZIP=1.60, Synergy_Bliss=1.11, Synergy_Loewe=-56.0, Synergy_HSA=1.42. (2) Drug 1: C1=CC=C(C(=C1)C(C2=CC=C(C=C2)Cl)C(Cl)Cl)Cl. Drug 2: CC1C(C(CC(O1)OC2CC(CC3=C2C(=C4C(=C3O)C(=O)C5=C(C4=O)C(=CC=C5)OC)O)(C(=O)CO)O)N)O.Cl. Cell line: SK-MEL-5. Synergy scores: CSS=49.2, Synergy_ZIP=-5.18, Synergy_Bliss=-4.65, Synergy_Loewe=-10.7, Synergy_HSA=-2.44. (3) Drug 1: CC(C)(C#N)C1=CC(=CC(=C1)CN2C=NC=N2)C(C)(C)C#N. Drug 2: C1CN(CCN1C(=O)CCBr)C(=O)CCBr. Cell line: UO-31. Synergy scores: CSS=7.53, Synergy_ZIP=-3.00, Synergy_Bliss=0.998, Synergy_Loewe=-2.52, Synergy_HSA=-2.62. (4) Drug 1: CN(CCCl)CCCl.Cl. Drug 2: C1CN(CCN1C(=O)CCBr)C(=O)CCBr. Cell line: MDA-MB-435. Synergy scores: CSS=3.70, Synergy_ZIP=3.05, Synergy_Bliss=0.0721, Synergy_Loewe=-1.82, Synergy_HSA=-0.450. (5) Drug 1: CC1=C(C=C(C=C1)C(=O)NC2=CC(=CC(=C2)C(F)(F)F)N3C=C(N=C3)C)NC4=NC=CC(=N4)C5=CN=CC=C5. Drug 2: CC12CCC3C(C1CCC2O)C(CC4=C3C=CC(=C4)O)CCCCCCCCCS(=O)CCCC(C(F)(F)F)(F)F. Cell line: SF-539. Synergy scores: CSS=2.25, Synergy_ZIP=3.73, Synergy_Bliss=10.3, Synergy_Loewe=3.83, Synergy_HSA=3.29.